The task is: Predict the product of the given reaction.. This data is from Forward reaction prediction with 1.9M reactions from USPTO patents (1976-2016). (1) The product is: [CH2:7]([NH:15][CH2:16][C:17]1[CH:22]=[CH:21][C:20]([S:23]([C:24]2[CH:25]=[CH:26][C:27]([C:28]([NH2:30])=[O:29])=[CH:31][CH:32]=2)(=[O:1])=[O:39])=[CH:19][CH:18]=1)[CH2:8][C:9]1[CH:10]=[CH:11][CH:12]=[CH:13][CH:14]=1. Given the reactants [OH:1]OS([O-])=O.[K+].[CH2:7]([NH:15][CH2:16][C:17]1[CH:22]=[CH:21][C:20]([S:23][C:24]2[CH:32]=[CH:31][C:27]([C:28]([NH2:30])=[O:29])=[CH:26][CH:25]=2)=[CH:19][CH:18]=1)[CH2:8][C:9]1[CH:14]=[CH:13][CH:12]=[CH:11][CH:10]=1.Cl.S(=O)(O)[O-].[Na+].[OH2:39], predict the reaction product. (2) Given the reactants C([O:5][C:6](=[O:28])[CH2:7][N:8]1[CH2:13][CH2:12][N:11]([S:14]([C:17]2[S:21][C:20]3[CH:22]=[C:23]([Cl:26])[CH:24]=[CH:25][C:19]=3[CH:18]=2)(=[O:16])=[O:15])[CH2:10][C:9]1=[O:27])(C)(C)C, predict the reaction product. The product is: [Cl:26][C:23]1[CH:24]=[CH:25][C:19]2[CH:18]=[C:17]([S:14]([N:11]3[CH2:12][CH2:13][N:8]([CH2:7][C:6]([OH:28])=[O:5])[C:9](=[O:27])[CH2:10]3)(=[O:15])=[O:16])[S:21][C:20]=2[CH:22]=1. (3) Given the reactants [O-]P([O-])([O-])=O.[K+].[K+].[K+].Br[C:10]1[CH:11]=[C:12]([C:16]2[N:20]([CH3:21])[N:19]=[C:18]([C:22]([N:24]3[CH2:28][CH2:27][CH:26]([N:29]([CH2:32][CH3:33])[CH2:30][CH3:31])[CH2:25]3)=[O:23])[C:17]=2[CH3:34])[CH:13]=[CH:14][CH:15]=1.[Cl:35][C:36]1[CH:41]=[CH:40][C:39](/[CH:42]=[CH:43]/B(O)O)=[CH:38][CH:37]=1, predict the reaction product. The product is: [Cl:35][C:36]1[CH:41]=[CH:40][C:39]([CH:42]=[CH:43][C:10]2[CH:11]=[C:12]([C:16]3[N:20]([CH3:21])[N:19]=[C:18]([C:22]([N:24]4[CH2:28][CH2:27][CH:26]([N:29]([CH2:32][CH3:33])[CH2:30][CH3:31])[CH2:25]4)=[O:23])[C:17]=3[CH3:34])[CH:13]=[CH:14][CH:15]=2)=[CH:38][CH:37]=1. (4) Given the reactants [Br:1][C:2]1[C:3]([F:11])=[C:4]([N+:8]([O-])=O)[CH:5]=[CH:6][CH:7]=1.[Sn](Cl)Cl, predict the reaction product. The product is: [Br:1][C:2]1[C:3]([F:11])=[C:4]([CH:5]=[CH:6][CH:7]=1)[NH2:8]. (5) The product is: [CH3:29][O:30][C:31]1[CH:32]=[C:33](/[CH:43]=[CH:44]/[C:45]([NH:21][N:22]2[CH2:27][CH2:26][CH2:25][CH2:24][C:23]2=[O:28])=[O:46])[CH:34]=[CH:35][C:36]=1[N:37]1[CH:41]=[C:40]([CH3:42])[N:39]=[CH:38]1. Given the reactants C(N(C(C)C)CC)(C)C.C1C=CC2N(O)N=NC=2C=1.Cl.[NH2:21][N:22]1[CH2:27][CH2:26][CH2:25][CH2:24][C:23]1=[O:28].[CH3:29][O:30][C:31]1[CH:32]=[C:33](/[CH:43]=[CH:44]/[C:45](O)=[O:46])[CH:34]=[CH:35][C:36]=1[N:37]1[CH:41]=[C:40]([CH3:42])[N:39]=[CH:38]1, predict the reaction product. (6) Given the reactants BrC1C=CC(S([O:11][C@@H:12]2[CH2:16][N:15]([C:17]([O:19][C:20]([CH3:23])([CH3:22])[CH3:21])=[O:18])[C@H:14]([C:24]([O:26][CH3:27])=[O:25])[CH2:13]2)(=O)=O)=CC=1.[Br:28][C:29]1[C:30](O)=[N:31][CH:32]=[CH:33][CH:34]=1.O.CCOC(C)=O, predict the reaction product. The product is: [Br:28][C:29]1[C:30]([O:11][C@H:12]2[CH2:16][N:15]([C:17]([O:19][C:20]([CH3:21])([CH3:22])[CH3:23])=[O:18])[C@H:14]([C:24]([O:26][CH3:27])=[O:25])[CH2:13]2)=[N:31][CH:32]=[CH:33][CH:34]=1.